From a dataset of Full USPTO retrosynthesis dataset with 1.9M reactions from patents (1976-2016). Predict the reactants needed to synthesize the given product. (1) Given the product [NH2:62][C@H:63]([C:67]([O:1][C@@H:2]1[C:10]2[C:5](=[CH:6][CH:7]=[CH:8][CH:9]=2)[CH2:4][C@@:3]1([CH2:20][C:21]1[CH:29]=[CH:28][C:24]([C:25]([OH:27])=[O:26])=[CH:23][CH:22]=1)[C:11]1[CH2:12][C:13]2[C:18]([CH:19]=1)=[CH:17][CH:16]=[CH:15][CH:14]=2)=[O:68])[CH:64]([CH3:66])[CH3:65], predict the reactants needed to synthesize it. The reactants are: [OH:1][C@@H:2]1[C:10]2[C:5](=[CH:6][CH:7]=[CH:8][CH:9]=2)[CH2:4][C@@:3]1([CH2:20][C:21]1[CH:29]=[CH:28][C:24]([C:25]([OH:27])=[O:26])=[CH:23][CH:22]=1)[C:11]1[CH2:12][C:13]2[C:18]([CH:19]=1)=[CH:17][CH:16]=[CH:15][CH:14]=2.C1CCC(N=C=NC2CCCCC2)CC1.C1C2C(COC([NH:62][C@H:63]([C:67](O)=[O:68])[CH:64]([CH3:66])[CH3:65])=O)C3C(=CC=CC=3)C=2C=CC=1. (2) Given the product [CH3:13][O:14][C:15](=[O:26])[CH:16]([C:17]1[CH:25]=[CH:24][C:20]2[S:21][CH2:22][CH2:23][C:19]=2[CH:18]=1)[CH2:49][CH:50]1[CH2:54][CH2:53][CH2:52][CH2:51]1, predict the reactants needed to synthesize it. The reactants are: C(NC(C)C)(C)C.C([Li])CCC.[CH3:13][O:14][C:15](=[O:26])[CH2:16][C:17]1[CH:25]=[CH:24][C:20]2[S:21][CH2:22][CH2:23][C:19]=2[CH:18]=1.C(OC(=O)NC1C=CC=C(CN2C=CC(NC(=O)[C@@H](C3C=CC(S(C)(=O)=O)=C(Cl)C=3)[CH2:49][CH:50]3[CH2:54][CH2:53][CH2:52][CH2:51]3)=N2)C=1)(C)(C)C. (3) Given the product [C:26]([C:23]1[CH:24]=[CH:25][C:20]([S:17]([N:14]2[CH:15]=[CH:16][C:12](/[CH:11]=[CH:10]/[C:9]([NH:8][O:7][CH:2]3[CH2:3][CH2:4][CH2:5][CH2:6][O:1]3)=[O:32])=[CH:13]2)(=[O:19])=[O:18])=[CH:21][CH:22]=1)#[CH:27], predict the reactants needed to synthesize it. The reactants are: [O:1]1[CH2:6][CH2:5][CH2:4][CH2:3][CH:2]1[O:7][NH:8][C:9](=[O:32])/[CH:10]=[CH:11]/[C:12]1[CH:16]=[CH:15][N:14]([S:17]([C:20]2[CH:25]=[CH:24][C:23]([C:26]#[C:27][Si](C)(C)C)=[CH:22][CH:21]=2)(=[O:19])=[O:18])[CH:13]=1.[F-].[K+]. (4) Given the product [CH3:3][O:4][C:5]([C:7]1[C:12]([N:13]2[C:17]([CH3:18])=[CH:16][CH:15]=[C:14]2[CH3:19])=[CH:11][C:10]([C:20]([F:23])([F:22])[F:21])=[C:9]([C:29]([F:32])([F:31])[F:30])[N:8]=1)=[O:6], predict the reactants needed to synthesize it. The reactants are: [F-].[K+].[CH3:3][O:4][C:5]([C:7]1[C:12]([N:13]2[C:17]([CH3:18])=[CH:16][CH:15]=[C:14]2[CH3:19])=[CH:11][C:10]([C:20]([F:23])([F:22])[F:21])=[C:9](Br)[N:8]=1)=[O:6].[Si]([C:29]([F:32])([F:31])[F:30])(C)(C)C.N. (5) The reactants are: C(OC(=O)[NH:5][C:6]1[C:7]([N+:13]([O-:15])=[O:14])=[N:8][CH:9]=[C:10](Br)[CH:11]=1)C.[CH3:17][O-:18].[Na+].CO. Given the product [CH3:17][O:18][C:10]1[CH:11]=[C:6]([NH2:5])[C:7]([N+:13]([O-:15])=[O:14])=[N:8][CH:9]=1, predict the reactants needed to synthesize it.